Task: Binary Classification. Given a miRNA mature sequence and a target amino acid sequence, predict their likelihood of interaction.. Dataset: Experimentally validated miRNA-target interactions with 360,000+ pairs, plus equal number of negative samples (1) The miRNA is hsa-miR-4258 with sequence CCCCGCCACCGCCUUGG. The protein sequence of the target gene is MSKPPPKPVKPGQVKVFRALYTFEPRTPDELYFEEGDIIYITDMSDTNWWKGTSKGRTGLIPSNYVAEQAESIDNPLHEAAKRGNLSWLRECLDNRVGVNGLDKAGSTALYWACHGGHKDIVEMLFTQPNIELNQQNKLGDTALHAAAWKGYADIVQLLLAKGARTDLRNIEKKLAFDMATNAACASLLKKKQGTDAVRTLSNAEDYLDDEDSD. Result: 1 (interaction). (2) The miRNA is mmu-miR-3082-3p with sequence CACAUGGCACUCAACUCUGCAG. The protein sequence of the target gene is MSLALRGELVVDKTKRKKRRELSEEQKQEIKDAFELFDTDKDQAIDYHELKVAMRALGFDVKKADVLKILKDYDREATGKITFEDFNEVVTDWILERDPHEEILKAFKLFDDDDSGKISLRNLRRVARELGENMSDEELRAMIEEFDKDGDGEINQEEFIAIMTGDI. Result: 0 (no interaction).